From a dataset of Full USPTO retrosynthesis dataset with 1.9M reactions from patents (1976-2016). Predict the reactants needed to synthesize the given product. (1) Given the product [C:14]([O:13][C:4]1[C:5]([CH:10]([CH3:12])[CH3:11])=[CH:6][C:7]([O:9][C:32](=[O:33])[CH3:31])=[CH:8][C:3]=1[CH2:1][CH3:2])(=[O:16])[CH3:15], predict the reactants needed to synthesize it. The reactants are: [CH2:1]([C:3]1[CH:8]=[C:7]([OH:9])[CH:6]=[C:5]([CH:10]([CH3:12])[CH3:11])[C:4]=1[OH:13])[CH3:2].[C:14](Cl)(=[O:16])[CH3:15].C(N(CC)CC)C.CCCCCC.[CH3:31][CH2:32][O:33]C(C)=O. (2) The reactants are: [NH2:1][CH:2]1[CH2:7][CH2:6][N:5]([C:8]([C:10]2[CH:15]=[CH:14][C:13]([C:16]3[CH:17]=[CH:18][C:19]4[N:20]([C:22]([C:25]5[CH:32]=[CH:31][C:28]([C:29]#[N:30])=[CH:27][CH:26]=5)=[CH:23][N:24]=4)[CH:21]=3)=[CH:12][CH:11]=2)=[O:9])[CH2:4][CH2:3]1.[F:33][C:34]([F:45])([F:44])[C:35](O[C:35](=[O:36])[C:34]([F:45])([F:44])[F:33])=[O:36].C(N(CC)CC)C. Given the product [C:29]([C:28]1[CH:27]=[CH:26][C:25]([C:22]2[N:20]3[CH:21]=[C:16]([C:13]4[CH:14]=[CH:15][C:10]([C:8]([N:5]5[CH2:4][CH2:3][CH:2]([NH:1][C:35](=[O:36])[C:34]([F:45])([F:44])[F:33])[CH2:7][CH2:6]5)=[O:9])=[CH:11][CH:12]=4)[CH:17]=[CH:18][C:19]3=[N:24][CH:23]=2)=[CH:32][CH:31]=1)#[N:30], predict the reactants needed to synthesize it. (3) Given the product [CH3:29][N:30]1[CH2:35][CH2:34][N:33]([CH2:24][C:23]2[CH:22]=[C:21]([C:19]3[CH:18]=[CH:17][N:16]4[C:12]([C:8]5[CH:9]=[CH:10][CH:11]=[C:6]([N:1]6[CH:5]=[CH:4][CH:3]=[N:2]6)[CH:7]=5)=[CH:13][N:14]=[C:15]4[CH:20]=3)[CH:28]=[CH:27][CH:26]=2)[CH2:32][CH2:31]1, predict the reactants needed to synthesize it. The reactants are: [N:1]1([C:6]2[CH:7]=[C:8]([C:12]3[N:16]4[CH:17]=[CH:18][C:19]([C:21]5[CH:22]=[C:23]([CH:26]=[CH:27][CH:28]=5)[CH:24]=O)=[CH:20][C:15]4=[N:14][CH:13]=3)[CH:9]=[CH:10][CH:11]=2)[CH:5]=[CH:4][CH:3]=[N:2]1.[CH3:29][N:30]1[CH2:35][CH2:34][NH:33][CH2:32][CH2:31]1.C(O[BH-](OC(=O)C)OC(=O)C)(=O)C.[Na+].C(O)(=O)C. (4) Given the product [Cl:1][C:2]1[CH:7]=[CH:6][C:5]([CH:8]([CH3:18])[CH2:9][C:10]([OH:17])([C:13]([F:14])([F:15])[F:16])[CH:11]=[N:22][C:23]2[CH:32]=[CH:31][CH:30]=[C:29]3[C:24]=2[CH:25]=[CH:26][C:27](=[O:33])[NH:28]3)=[C:4]([O:19][CH3:20])[C:3]=1[F:21], predict the reactants needed to synthesize it. The reactants are: [Cl:1][C:2]1[CH:7]=[CH:6][C:5]([CH:8]([CH3:18])[CH2:9][C:10]([OH:17])([C:13]([F:16])([F:15])[F:14])[CH:11]=O)=[C:4]([O:19][CH3:20])[C:3]=1[F:21].[NH2:22][C:23]1[CH:32]=[CH:31][CH:30]=[C:29]2[C:24]=1[CH:25]=[CH:26][C:27](=[O:33])[NH:28]2. (5) The reactants are: C(OC([N:8]1[CH2:12][C@@H:11]([CH2:13][N:14]([CH:31]([CH3:33])[CH3:32])[C:15](=[O:30])[C:16]2[CH:21]=[CH:20][C:19]([O:22][CH3:23])=[C:18]([O:24][CH2:25][CH2:26][CH2:27][O:28][CH3:29])[CH:17]=2)[C@H:10]([CH2:34][CH2:35][C:36](=[O:47])[N:37]([CH2:40][C:41]2[CH:46]=[CH:45][CH:44]=[CH:43][CH:42]=2)[CH2:38][CH3:39])[CH2:9]1)=O)(C)(C)C.CC#N.O. Given the product [CH2:40]([N:37]([CH2:38][CH3:39])[C:36]([CH2:35][CH2:34][C@@H:10]1[CH2:9][NH:8][CH2:12][C@H:11]1[CH2:13][N:14]([CH:31]([CH3:32])[CH3:33])[C:15](=[O:30])[C:16]1[CH:21]=[CH:20][C:19]([O:22][CH3:23])=[C:18]([O:24][CH2:25][CH2:26][CH2:27][O:28][CH3:29])[CH:17]=1)=[O:47])[C:41]1[CH:46]=[CH:45][CH:44]=[CH:43][CH:42]=1, predict the reactants needed to synthesize it.